This data is from Peptide-MHC class I binding affinity with 185,985 pairs from IEDB/IMGT. The task is: Regression. Given a peptide amino acid sequence and an MHC pseudo amino acid sequence, predict their binding affinity value. This is MHC class I binding data. The peptide sequence is LVRDITESL. The MHC is HLA-A26:01 with pseudo-sequence HLA-A26:01. The binding affinity (normalized) is 0.0847.